This data is from Forward reaction prediction with 1.9M reactions from USPTO patents (1976-2016). The task is: Predict the product of the given reaction. (1) Given the reactants C[O:2][C:3]([C:5]1[CH:14]=[C:13]2[C:8]([CH:9]=[CH:10][N:11]([CH2:16][C:17]3[CH:22]=[CH:21][C:20]([F:23])=[C:19]([F:24])[CH:18]=3)[C:12]2=[O:15])=[CH:7][CH:6]=1)=[O:4].[Li+].[OH-].Cl, predict the reaction product. The product is: [F:24][C:19]1[CH:18]=[C:17]([CH:22]=[CH:21][C:20]=1[F:23])[CH2:16][N:11]1[CH:10]=[CH:9][C:8]2[C:13](=[CH:14][C:5]([C:3]([OH:4])=[O:2])=[CH:6][CH:7]=2)[C:12]1=[O:15]. (2) Given the reactants [CH:1]1([CH2:4][O:5][C@H:6]2[C@H:14]([CH3:15])[O:13][C:12](=[O:16])[C@@H:11]([NH:17][C:18](=[O:28])[C:19]3[C:24]([OH:25])=[C:23]([O:26][CH3:27])[CH:22]=[CH:21][N:20]=3)[CH2:10][CH2:9][CH2:8][C@@H:7]2[CH2:29][C:30]2[CH:35]=[CH:34][C:33]([O:36][CH3:37])=[CH:32][CH:31]=2)[CH2:3][CH2:2]1.CCN(CC)CC.[CH3:45][O:46][CH2:47][CH2:48][C:49](Cl)=[O:50], predict the reaction product. The product is: [CH3:45][O:46][CH2:47][CH2:48][C:49]([O:25][C:24]1[C:19]([C:18](=[O:28])[NH:17][C@H:11]2[CH2:10][CH2:9][CH2:8][C@H:7]([CH2:29][C:30]3[CH:31]=[CH:32][C:33]([O:36][CH3:37])=[CH:34][CH:35]=3)[C@@H:6]([O:5][CH2:4][CH:1]3[CH2:3][CH2:2]3)[C@H:14]([CH3:15])[O:13][C:12]2=[O:16])=[N:20][CH:21]=[CH:22][C:23]=1[O:26][CH3:27])=[O:50].